This data is from Forward reaction prediction with 1.9M reactions from USPTO patents (1976-2016). The task is: Predict the product of the given reaction. (1) Given the reactants O[Li].O.[CH2:4]([O:11][C:12]1[C:17](=[O:18])[N:16]([CH3:19])[C:15](SC)=[N:14][C:13]=1[C:22]([O:24]CC)=[O:23])[C:5]1[CH:10]=[CH:9][CH:8]=[CH:7][CH:6]=1.[CH3:27][CH2:28][OH:29], predict the reaction product. The product is: [CH2:4]([O:11][C:12]1[C:17](=[O:18])[N:16]([CH3:19])[C:15]([O:29][CH2:28][CH3:27])=[N:14][C:13]=1[C:22]([OH:24])=[O:23])[C:5]1[CH:6]=[CH:7][CH:8]=[CH:9][CH:10]=1. (2) Given the reactants Cl.[CH:2]([N:5]1[CH2:10][CH2:9][N:8]([CH2:11][C:12]([OH:14])=O)[CH2:7][CH2:6]1)([CH3:4])[CH3:3].[NH2:15][C@@H:16]([CH2:34][O:35][CH2:36][C:37]1[CH:42]=[CH:41][CH:40]=[CH:39][CH:38]=1)[C:17]([NH:19][C:20]1[CH:25]=[CH:24][C:23]([O:26][C:27]2[CH:32]=[CH:31][C:30]([F:33])=[CH:29][CH:28]=2)=[CH:22][CH:21]=1)=[O:18], predict the reaction product. The product is: [CH2:36]([O:35][CH2:34][C@H:16]([NH:15][C:12](=[O:14])[CH2:11][N:8]1[CH2:7][CH2:6][N:5]([CH:2]([CH3:3])[CH3:4])[CH2:10][CH2:9]1)[C:17]([NH:19][C:20]1[CH:25]=[CH:24][C:23]([O:26][C:27]2[CH:32]=[CH:31][C:30]([F:33])=[CH:29][CH:28]=2)=[CH:22][CH:21]=1)=[O:18])[C:37]1[CH:42]=[CH:41][CH:40]=[CH:39][CH:38]=1.